Predict which catalyst facilitates the given reaction. From a dataset of Catalyst prediction with 721,799 reactions and 888 catalyst types from USPTO. (1) Reactant: [CH2:1]([O:8][CH2:9][C:10]1[CH:15]=[C:14]([CH3:16])[N:13]=[C:12]([O:17][C@@H:18]([C:22]([O:35][CH3:36])([C:29]2[CH:34]=[CH:33][CH:32]=[CH:31][CH:30]=2)[C:23]2[CH:28]=[CH:27][CH:26]=[CH:25][CH:24]=2)[C:19]([OH:21])=[O:20])[N:11]=1)[C:2]1[CH:7]=[CH:6][CH:5]=[CH:4][CH:3]=1.C(=O)([O-])[O-].[K+].[K+].[C:43]([O:46][C@@H:47]1[C@@H:52]([O:53][C:54](=[O:56])[CH3:55])[C@H:51]([O:57][C:58](=[O:60])[CH3:59])[C@@H:50]([C:61]([O:63][CH3:64])=[O:62])[O:49][C@@H:48]1Br)(=[O:45])[CH3:44]. Product: [C:43]([O:46][C@@H:47]1[C@@H:52]([O:53][C:54](=[O:56])[CH3:55])[C@H:51]([O:57][C:58](=[O:60])[CH3:59])[C@@H:50]([C:61]([O:63][CH3:64])=[O:62])[O:49][C@H:48]1[O:20][C:19](=[O:21])[C@@H:18]([O:17][C:12]1[N:11]=[C:10]([CH2:9][O:8][CH2:1][C:2]2[CH:7]=[CH:6][CH:5]=[CH:4][CH:3]=2)[CH:15]=[C:14]([CH3:16])[N:13]=1)[C:22]([O:35][CH3:36])([C:23]1[CH:28]=[CH:27][CH:26]=[CH:25][CH:24]=1)[C:29]1[CH:30]=[CH:31][CH:32]=[CH:33][CH:34]=1)(=[O:45])[CH3:44]. The catalyst class is: 10. (2) Reactant: [F:1][C:2]1[CH:10]=[CH:9][C:8]([F:11])=[CH:7][C:3]=1[C:4]([OH:6])=[O:5].[N+:12]([O-])([OH:14])=[O:13]. Product: [F:11][C:8]1[C:7]([N+:12]([O-:14])=[O:13])=[C:3]([C:2]([F:1])=[CH:10][CH:9]=1)[C:4]([OH:6])=[O:5]. The catalyst class is: 65. (3) The catalyst class is: 3. Product: [C:53]([N:57]1[CH2:62][CH2:61][N:60]([C:20](=[O:22])[CH2:19][NH:18][C:11]2[CH:10]=[C:9]([C:3]3[CH:4]=[C:5]([Cl:8])[CH:6]=[CH:7][C:2]=3[Cl:1])[C:14]([Cl:15])=[CH:13][C:12]=2[O:16][CH3:17])[CH2:59][CH:58]1[C:63]([NH2:65])=[O:64])(=[O:56])[CH:54]=[CH2:55]. Reactant: [Cl:1][C:2]1[CH:7]=[CH:6][C:5]([Cl:8])=[CH:4][C:3]=1[C:9]1[C:14]([Cl:15])=[CH:13][C:12]([O:16][CH3:17])=[C:11]([NH:18][CH2:19][C:20]([OH:22])=O)[CH:10]=1.CCN(CC)CC.CCN=C=NCCCN(C)C.Cl.C1C=CC2N(O)N=NC=2C=1.Cl.[C:53]([N:57]1[CH2:62][CH2:61][NH:60][CH2:59][CH:58]1[C:63]([NH2:65])=[O:64])(=[O:56])[CH:54]=[CH2:55]. (4) Reactant: [CH:1]1([CH:4]([N:9]2[CH:14]=[CH:13][C:12]([O:15][CH3:16])=[C:11]([C:17]#[N:18])[C:10]2=[O:19])[C:5]([F:8])([F:7])[F:6])[CH2:3][CH2:2]1.[Br:20]N1C(=O)CCC1=O.C(=O)([O-])O.[Na+]. Product: [Br:20][C:13]1[C:12]([O:15][CH3:16])=[C:11]([C:17]#[N:18])[C:10](=[O:19])[N:9]([CH:4]([CH:1]2[CH2:3][CH2:2]2)[C:5]([F:8])([F:7])[F:6])[CH:14]=1. The catalyst class is: 9. (5) Reactant: [Cl:1][C:2]1[CH:10]=[C:9]([Cl:11])[CH:8]=[CH:7][C:3]=1[C:4]([OH:6])=O.CN(C(ON1N=NC2C=CC=CC1=2)=[N+](C)C)C.[B-](F)(F)(F)F.[CH3:34][NH:35][C:36]1[N:41]=[C:40]([CH2:42][CH2:43][O:44][C:45]2[CH:57]=[CH:56][C:48]([CH2:49][C@@H:50]([C:52]([O:54]C)=[O:53])[NH2:51])=[CH:47][CH:46]=2)[CH:39]=[CH:38][CH:37]=1.[Li+].[OH-]. Product: [Cl:1][C:2]1[CH:10]=[C:9]([Cl:11])[CH:8]=[CH:7][C:3]=1[C:4]([NH:51][C@H:50]([C:52]([OH:54])=[O:53])[CH2:49][C:48]1[CH:56]=[CH:57][C:45]([O:44][CH2:43][CH2:42][C:40]2[CH:39]=[CH:38][CH:37]=[C:36]([NH:35][CH3:34])[N:41]=2)=[CH:46][CH:47]=1)=[O:6]. The catalyst class is: 18.